The task is: Predict the product of the given reaction.. This data is from Forward reaction prediction with 1.9M reactions from USPTO patents (1976-2016). (1) Given the reactants [I:1][C:2]1[CH:3]=[C:4]2[C:8](=[CH:9][CH:10]=1)[NH:7][C:6](=[O:11])[C:5]2=[N:12][NH:13][C:14]([C:16]1[CH:25]=[CH:24][C:19]([C:20]([O:22]C)=[O:21])=[CH:18][CH:17]=1)=[O:15].[OH-].[Na+], predict the reaction product. The product is: [I:1][C:2]1[CH:3]=[C:4]2[C:8](=[CH:9][CH:10]=1)[NH:7][C:6](=[O:11])[C:5]2=[N:12][NH:13][C:14]([C:16]1[CH:25]=[CH:24][C:19]([C:20]([OH:22])=[O:21])=[CH:18][CH:17]=1)=[O:15]. (2) The product is: [Si:1]([O:8][C@H:9]([C:42]1[CH:47]=[CH:46][C:45]([F:48])=[CH:44][CH:43]=1)[CH2:10][S:11][C@H:12]1[C:15](=[O:16])[N:14]([C:17]2[CH:18]=[CH:19][C:20]([C:23]#[C:24][CH2:25][NH:26][S:27]([CH3:30])(=[O:29])=[O:28])=[CH:21][CH:22]=2)[C@@H:13]1[C:31]1[CH:32]=[CH:33][C:34]([O:35][CH2:36][C:37]([NH:78][CH2:79][C:80]([NH:82][C@@H:83]([C:91]([OH:93])=[O:92])[CH2:84][CH:85]2[CH2:90][CH2:89][CH2:88][CH2:87][CH2:86]2)=[O:81])=[O:38])=[CH:40][CH:41]=1)([C:4]([CH3:7])([CH3:5])[CH3:6])([CH3:2])[CH3:3]. Given the reactants [Si:1]([O:8][C@H:9]([C:42]1[CH:47]=[CH:46][C:45]([F:48])=[CH:44][CH:43]=1)[CH2:10][S:11][C@H:12]1[C:15](=[O:16])[N:14]([C:17]2[CH:22]=[CH:21][C:20]([C:23]#[C:24][CH2:25][NH:26][S:27]([CH3:30])(=[O:29])=[O:28])=[CH:19][CH:18]=2)[C@@H:13]1[C:31]1[CH:41]=[CH:40][C:34]([O:35][CH2:36][C:37](O)=[O:38])=[CH:33][CH:32]=1)([C:4]([CH3:7])([CH3:6])[CH3:5])([CH3:3])[CH3:2].CN1CCOCC1.CN(C(ON1N=NC2C=CC=CC1=2)=[N+](C)C)C.[B-](F)(F)(F)F.[NH2:78][CH2:79][C:80]([NH:82][C@@H:83]([C:91]([OH:93])=[O:92])[CH2:84][CH:85]1[CH2:90][CH2:89][CH2:88][CH2:87][CH2:86]1)=[O:81], predict the reaction product. (3) Given the reactants [Br:1][C:2]1[CH:7]=[C:6]([N+:8]([O-])=O)[C:5]([OH:11])=[C:4]([CH:12]([CH3:14])[CH3:13])[CH:3]=1, predict the reaction product. The product is: [BrH:1].[NH2:8][C:6]1[CH:7]=[CH:2][CH:3]=[C:4]([CH:12]([CH3:13])[CH3:14])[C:5]=1[OH:11].